From a dataset of Forward reaction prediction with 1.9M reactions from USPTO patents (1976-2016). Predict the product of the given reaction. (1) Given the reactants [Br:1][C:2]1[N:7]=[C:6]([NH:8][NH2:9])[CH:5]=[CH:4][CH:3]=1.[C:10](OC(OCC)OCC)(=O)C, predict the reaction product. The product is: [Br:1][C:2]1[N:7]2[CH:10]=[N:9][N:8]=[C:6]2[CH:5]=[CH:4][CH:3]=1. (2) Given the reactants [CH3:1][NH:2][C:3]([C:5]1[CH:15]=[CH:14][CH:13]=[CH:12][C:6]=1[O:7][CH2:8][C:9](O)=O)=[O:4].[C:16]1([NH:22][C:23](=[S:26])[NH:24][NH2:25])[CH:21]=[CH:20][CH:19]=[CH:18][CH:17]=1, predict the reaction product. The product is: [CH3:1][NH:2][C:3]([C:5]1[CH:15]=[CH:14][CH:13]=[CH:12][C:6]=1[O:7][CH2:8][C:9]1[N:22]([C:16]2[CH:17]=[CH:18][CH:19]=[CH:20][CH:21]=2)[C:23](=[S:26])[NH:24][N:25]=1)=[O:4]. (3) The product is: [Cl:1][C:2]1[CH:14]=[C:13]([Cl:15])[CH:12]=[CH:11][C:3]=1[O:4][CH2:5][CH2:6][CH2:7][C:8]([NH:31][C:32]1[CH:37]=[CH:36][CH:35]=[CH:34][CH:33]=1)=[O:10]. Given the reactants [Cl:1][C:2]1[CH:14]=[C:13]([Cl:15])[CH:12]=[CH:11][C:3]=1[O:4][CH2:5][CH2:6][CH2:7][C:8]([OH:10])=O.C(N(CC)CC)C.C(Cl)(=O)OCC(C)C.[NH2:31][C:32]1[CH:37]=[CH:36][CH:35]=[CH:34][CH:33]=1.Cl, predict the reaction product. (4) Given the reactants C([O:5][C:6](=[O:20])[CH2:7][C@@:8]([OH:19])([CH2:12][CH2:13][C:14]1[CH:18]=[CH:17][S:16][CH:15]=1)[CH:9]([CH3:11])[CH3:10])(C)(C)C.[Li+].[OH-].O, predict the reaction product. The product is: [OH:19][C@:8]([CH2:12][CH2:13][C:14]1[CH:18]=[CH:17][S:16][CH:15]=1)([CH:9]([CH3:10])[CH3:11])[CH2:7][C:6]([OH:20])=[O:5]. (5) Given the reactants [NH:1]1[CH:5]=[CH:4][C:3]([C:6]2[S:7][C:8]([CH:11]=[O:12])=[CH:9][N:10]=2)=[N:2]1.IC.[C:15](=O)([O-])[O-].[K+].[K+].CCOC(C)=O.CCCCCC, predict the reaction product. The product is: [CH3:15][N:1]1[CH:5]=[CH:4][C:3]([C:6]2[S:7][C:8]([CH:11]=[O:12])=[CH:9][N:10]=2)=[N:2]1. (6) The product is: [CH2:1]([O:9][C:21]1[CH:29]=[CH:28][C:24]([C:25]([OH:27])=[O:26])=[CH:23][C:22]=1[C:30]([F:31])([F:33])[F:32])[CH2:2][CH2:3][CH2:4][CH2:5][CH2:6][CH2:7][CH3:8]. Given the reactants [CH2:1]([OH:9])[CH2:2][CH2:3][CH2:4][CH2:5][CH2:6][CH2:7][CH3:8].C[Si]([N-][Si](C)(C)C)(C)C.[Na+].F[C:21]1[CH:29]=[CH:28][C:24]([C:25]([OH:27])=[O:26])=[CH:23][C:22]=1[C:30]([F:33])([F:32])[F:31], predict the reaction product. (7) The product is: [CH3:32][C:31]([C:27]1[CH:28]=[CH:29][CH:30]=[C:25]([C:22]([O:21][CH:1]=[CH2:2])([CH3:24])[CH3:23])[CH:26]=1)([O:33][CH:34]=[CH2:35])[CH3:36]. Given the reactants [CH3:1][C:2](C)(C1C=CC=C(C(C)(C)O)C=1)O.C(OC=C)(=O)C.[OH:21][C:22]([C:25]1[CH:30]=[CH:29][CH:28]=[C:27]([C:31]([CH3:36])([O:33][CH:34]=[CH2:35])[CH3:32])[CH:26]=1)([CH3:24])[CH3:23], predict the reaction product. (8) Given the reactants CC1N=C(NS(C2C=CC([B:18]3[O:22][C:21]([CH3:24])([CH3:23])[C:20]([CH3:26])([CH3:25])[O:19]3)=CC=2)(=O)=O)C=CC=1.Br[C:28]1[CH:35]=[CH:34][C:31]([C:32]#[N:33])=[C:30]([CH3:36])[CH:29]=1, predict the reaction product. The product is: [CH3:36][C:30]1[CH:29]=[C:28]([B:18]2[O:22][C:21]([CH3:24])([CH3:23])[C:20]([CH3:26])([CH3:25])[O:19]2)[CH:35]=[CH:34][C:31]=1[C:32]#[N:33]. (9) Given the reactants [C:1]([C:3]1[C:7]([C:8]([O:10]CC)=[O:9])=[CH:6][N:5]([CH2:13][C:14]2[CH:19]=[CH:18][C:17]([CH2:20][N:21]3[CH:25]=[C:24]([CH3:26])[CH:23]=[N:22]3)=[CH:16][CH:15]=2)[N:4]=1)#[N:2].[OH-].[Li+], predict the reaction product. The product is: [C:1]([C:3]1[C:7]([C:8]([OH:10])=[O:9])=[CH:6][N:5]([CH2:13][C:14]2[CH:15]=[CH:16][C:17]([CH2:20][N:21]3[CH:25]=[C:24]([CH3:26])[CH:23]=[N:22]3)=[CH:18][CH:19]=2)[N:4]=1)#[N:2].